This data is from Reaction yield outcomes from USPTO patents with 853,638 reactions. The task is: Predict the reaction yield, written as a fraction of the theoretical maximum amount of product (1.0 means a 100% yield; for example, 0.34 means a 34% yield). (1) The reactants are Br[C:2]1[CH:7]=[CH:6][CH:5]=[C:4]([Br:8])[N:3]=1.[F:9][C:10]1[CH:15]=[CH:14][C:13](B(O)O)=[C:12]([CH3:19])[CH:11]=1.C(=O)([O-])[O-].[Tl+2]. The catalyst is C1(C)C=CC=CC=1.C(Cl)Cl.CCCCCC.C1C=CC([P]([Pd]([P](C2C=CC=CC=2)(C2C=CC=CC=2)C2C=CC=CC=2)([P](C2C=CC=CC=2)(C2C=CC=CC=2)C2C=CC=CC=2)[P](C2C=CC=CC=2)(C2C=CC=CC=2)C2C=CC=CC=2)(C2C=CC=CC=2)C2C=CC=CC=2)=CC=1. The product is [Br:8][C:4]1[CH:5]=[CH:6][CH:7]=[C:2]([C:13]2[CH:14]=[CH:15][C:10]([F:9])=[CH:11][C:12]=2[CH3:19])[N:3]=1. The yield is 0.740. (2) The reactants are ClC1C=CC=C(C(OO)=[O:9])C=1.[CH3:12][O:13][C:14]1[C:33]([O:34][CH3:35])=[C:32]([O:36][CH3:37])[CH:31]=[C:30]([CH3:38])[C:15]=1[C:16]([C:18]1[C:23]([C:24]([F:27])([F:26])[F:25])=[CH:22][N:21]=[CH:20][C:19]=1[O:28][CH3:29])=[O:17]. The catalyst is C(Cl)(Cl)Cl. The product is [CH3:12][O:13][C:14]1[C:33]([O:34][CH3:35])=[C:32]([O:36][CH3:37])[CH:31]=[C:30]([CH3:38])[C:15]=1[C:16]([C:18]1[C:23]([C:24]([F:27])([F:25])[F:26])=[CH:22][N+:21]([O-:9])=[CH:20][C:19]=1[O:28][CH3:29])=[O:17]. The yield is 0.990. (3) The reactants are CN(C)C=O.[C:6]([N:13]1[CH2:18][CH:17]=[C:16](B2OC(C)(C)C(C)(C)O2)[CH2:15][CH2:14]1)([O:8][C:9]([CH3:12])([CH3:11])[CH3:10])=[O:7].Cl[C:29]1[CH:38]=[CH:37][C:32]([C:33]([O:35][CH3:36])=[O:34])=[CH:31][N:30]=1.C(=O)([O-])[O-].[K+].[K+]. The catalyst is C(OCC)(=O)C.O.C1C=CC(P(C2C=CC=CC=2)[C-]2C=CC=C2)=CC=1.C1C=CC(P(C2C=CC=CC=2)[C-]2C=CC=C2)=CC=1.Cl[Pd]Cl.[Fe+2]. The product is [N:30]1[CH:31]=[C:32]([C:33]([O:35][CH3:36])=[O:34])[CH:37]=[CH:38][C:29]=1[C:16]1[CH2:15][CH2:14][N:13]([C:6]([O:8][C:9]([CH3:10])([CH3:11])[CH3:12])=[O:7])[CH2:18][CH:17]=1. The yield is 0.220. (4) The reactants are [O:1]=[C:2]1[N:7]([C:8]2[S:9][CH:10]=[CH:11][N:12]=2)[CH:6]=[C:5]([C:13]([O:15]C)=[O:14])[CH:4]=[CH:3]1.[OH-].[Li+].[CH3:19]O. The catalyst is O. The product is [CH3:19][C:6]1[N:7]([C:8]2[S:9][CH:10]=[CH:11][N:12]=2)[C:2](=[O:1])[CH:3]=[CH:4][C:5]=1[C:13]([OH:15])=[O:14]. The yield is 0.730. (5) The reactants are [Cl:1][C:2]1[CH:7]=[CH:6][N:5]=[C:4]([N:8]2[CH2:19][CH2:18][C:17]3[C:16]4[CH2:15][C:14]([CH3:21])([CH3:20])[CH2:13][C:12]=4[S:11][C:10]=3[C:9]2=[O:22])[C:3]=1[CH2:23][OH:24].C(N(CC)CC)C.[C:32](OC(=O)C)(=[O:34])[CH3:33]. The yield is 0.900. The product is [C:32]([O:24][CH2:23][C:3]1[C:4]([N:8]2[CH2:19][CH2:18][C:17]3[C:16]4[CH2:15][C:14]([CH3:20])([CH3:21])[CH2:13][C:12]=4[S:11][C:10]=3[C:9]2=[O:22])=[N:5][CH:6]=[CH:7][C:2]=1[Cl:1])(=[O:34])[CH3:33]. No catalyst specified. (6) The product is [CH2:19]([O:26][CH:27]1[CH2:28][N:29]([C:15](=[O:17])/[CH:14]=[CH:13]/[C:8]2[CH:7]=[C:6]3[C:11](=[N:10][CH:9]=2)[NH:12][C:3](=[O:2])[CH2:4][CH2:5]3)[CH2:30]1)[C:20]1[CH:21]=[CH:22][CH:23]=[CH:24][CH:25]=1. The catalyst is CN(C1C=CN=CC=1)C.CN(C=O)C. The yield is 0.380. The reactants are Cl.[O:2]=[C:3]1[NH:12][C:11]2[N:10]=[CH:9][C:8](/[CH:13]=[CH:14]/[C:15]([OH:17])=O)=[CH:7][C:6]=2[CH2:5][CH2:4]1.Cl.[CH2:19]([O:26][CH:27]1[CH2:30][NH:29][CH2:28]1)[C:20]1[CH:25]=[CH:24][CH:23]=[CH:22][CH:21]=1.CCN(C(C)C)C(C)C.CCN=C=NCCCN(C)C. (7) The reactants are Cl[C:2]1[CH:3]=[CH:4][C:5]2[C:14]3[CH:13]=[C:12]4[CH2:15][CH2:16][CH2:17][C:18](=[O:19])[C:11]4=[CH:10][C:9]=3[O:8][CH2:7][C:6]=2[CH:20]=1.[CH:21]([B-](F)(F)F)=[CH2:22].[K+].COC1C=CC=C(OC)C=1C1C=CC=CC=1P(C1CCCCC1)C1CCCCC1.C([O-])([O-])=O.[K+].[K+]. The catalyst is CC([O-])=O.CC([O-])=O.[Pd+2].C(O)CC. The product is [CH:21]([C:2]1[CH:3]=[CH:4][C:5]2[C:14]3[CH:13]=[C:12]4[CH2:15][CH2:16][CH2:17][C:18](=[O:19])[C:11]4=[CH:10][C:9]=3[O:8][CH2:7][C:6]=2[CH:20]=1)=[CH2:22]. The yield is 0.870.